Dataset: Catalyst prediction with 721,799 reactions and 888 catalyst types from USPTO. Task: Predict which catalyst facilitates the given reaction. (1) Reactant: [O:1]=[C:2]([C:12]1[CH:13]=[N:14][CH:15]=[CH:16][CH:17]=1)[CH2:3][NH:4]C(=O)OC(C)(C)C.[ClH:18].O1CCOCC1. Product: [ClH:18].[NH2:4][CH2:3][C:2]([C:12]1[CH:13]=[N:14][CH:15]=[CH:16][CH:17]=1)=[O:1]. The catalyst class is: 25. (2) Reactant: [F:1][C:2]1[CH:3]=[C:4]([CH3:20])[CH:5]=[C:6]([C:9]2[CH:14]=[CH:13][C:12]([CH2:15][CH2:16][CH2:17][CH2:18][CH3:19])=[CH:11][CH:10]=2)[C:7]=1[F:8].[Li]C(CC)C.CN([CH:29]=[O:30])C.Cl. Product: [F:1][C:2]1[C:7]([F:8])=[C:6]([C:9]2[CH:14]=[CH:13][C:12]([CH2:15][CH2:16][CH2:17][CH2:18][CH3:19])=[CH:11][CH:10]=2)[CH:5]=[C:4]([CH3:20])[C:3]=1[CH:29]=[O:30]. The catalyst class is: 1. (3) Reactant: [CH2:1](Br)[C:2]1[CH:7]=[CH:6][CH:5]=[CH:4][CH:3]=1.[OH:9][CH2:10][C:11]1[CH:19]=[CH:18][C:14]([C:15]([OH:17])=[O:16])=[CH:13][CH:12]=1.C(=O)([O-])[O-].[Cs+].[Cs+]. Product: [CH2:1]([O:17][C:15](=[O:16])[C:14]1[CH:13]=[CH:12][C:11]([CH2:10][OH:9])=[CH:19][CH:18]=1)[C:2]1[CH:7]=[CH:6][CH:5]=[CH:4][CH:3]=1. The catalyst class is: 6. (4) Reactant: [Br:1][C:2]1[C:3]([CH3:18])=[C:4]([CH:15]=[CH:16][CH:17]=1)[CH2:5][O:6][C:7]1[CH:14]=[CH:13][C:10]([C:11]#N)=[CH:9][N:8]=1.[H-].C([Al+]CC(C)C)C(C)C.CO.C([O-])(=O)C(C(C([O-])=O)O)[OH:33].[K+].[Na+]. Product: [Br:1][C:2]1[C:3]([CH3:18])=[C:4]([CH:15]=[CH:16][CH:17]=1)[CH2:5][O:6][C:7]1[CH:14]=[CH:13][C:10]([CH:11]=[O:33])=[CH:9][N:8]=1. The catalyst class is: 426. (5) Product: [C:23]1([CH3:33])[CH:28]=[CH:27][C:26]([S:29]([NH:1][C:2]2[CH:3]=[C:4]([C:8]3[O:12][C:11]([C:13]4[CH:22]=[CH:21][C:16]([C:17]([O:19][CH3:20])=[O:18])=[CH:15][CH:14]=4)=[N:10][N:9]=3)[CH:5]=[CH:6][CH:7]=2)(=[O:31])=[O:30])=[CH:25][CH:24]=1. The catalyst class is: 34. Reactant: [NH2:1][C:2]1[CH:3]=[C:4]([C:8]2[O:12][C:11]([C:13]3[CH:22]=[CH:21][C:16]([C:17]([O:19][CH3:20])=[O:18])=[CH:15][CH:14]=3)=[N:10][N:9]=2)[CH:5]=[CH:6][CH:7]=1.[C:23]1([CH3:33])[CH:28]=[CH:27][C:26]([S:29](Cl)(=[O:31])=[O:30])=[CH:25][CH:24]=1.